Dataset: Full USPTO retrosynthesis dataset with 1.9M reactions from patents (1976-2016). Task: Predict the reactants needed to synthesize the given product. (1) Given the product [OH:8][C:5]1[CH:6]=[CH:7][C:2]([N:1]2[C:12](=[O:13])[C:11]3=[CH:15][CH:16]=[CH:17][CH:18]=[C:10]3[C:9]2=[O:14])=[CH:3][CH:4]=1, predict the reactants needed to synthesize it. The reactants are: [NH2:1][C:2]1[CH:7]=[CH:6][C:5]([OH:8])=[CH:4][CH:3]=1.[C:9]1(=O)[O:14][C:12](=[O:13])[C:11]2=[CH:15][CH:16]=[CH:17][CH:18]=[C:10]12. (2) Given the product [F:1][C:2]1[CH:3]=[CH:4][C:5]([C:8]2[N:9]=[C:10]([CH:39]([CH3:40])[CH3:41])[N:11](/[CH:26]=[CH:27]/[C@H:28]([OH:38])[CH2:29][C@H:30]([OH:37])[CH2:31][C:32]([O:34][CH2:35][CH3:36])=[O:33])[C:12]=2[C:13]2[CH:18]=[CH:17][N:16]=[C:15]([NH:19][C:20]3[CH:25]=[CH:24][CH:23]=[CH:22][CH:21]=3)[N:14]=2)=[CH:6][CH:7]=1, predict the reactants needed to synthesize it. The reactants are: [F:1][C:2]1[CH:7]=[CH:6][C:5]([C:8]2[N:9]=[C:10]([CH:39]([CH3:41])[CH3:40])[N:11]([CH:26]=[CH:27][CH:28]([OH:38])[CH2:29][C:30](=[O:37])[CH2:31][C:32]([O:34][CH2:35][CH3:36])=[O:33])[C:12]=2[C:13]2[CH:18]=[CH:17][N:16]=[C:15]([NH:19][C:20]3[CH:25]=[CH:24][CH:23]=[CH:22][CH:21]=3)[N:14]=2)=[CH:4][CH:3]=1.C(B(CC)OC)C.[BH4-].[Na+]. (3) Given the product [Cl:1][C:2]1[CH:7]=[C:6]([Cl:8])[CH:5]=[CH:4][C:3]=1[CH:9]1[S:15][C:14]([CH3:17])([CH3:16])[C:13](=[O:18])[N:12]([CH3:26])[C:11]2[N:19]([CH3:23])[N:20]=[C:21]([CH3:22])[C:10]1=2, predict the reactants needed to synthesize it. The reactants are: [Cl:1][C:2]1[CH:7]=[C:6]([Cl:8])[CH:5]=[CH:4][C:3]=1[CH:9]1[S:15][C:14]([CH3:17])([CH3:16])[C:13](=[O:18])[NH:12][C:11]2[N:19]([CH3:23])[N:20]=[C:21]([CH3:22])[C:10]1=2.[OH-].[Na+].[CH3:26]OS(OC)(=O)=O.[NH4+].[OH-].C(=O)(O)[O-].[Na+].